Dataset: Forward reaction prediction with 1.9M reactions from USPTO patents (1976-2016). Task: Predict the product of the given reaction. (1) Given the reactants Cl.[F:2][C:3]([F:35])([F:34])[C:4]1[CH:5]=[C:6]([C@@H:14]([N:16]([CH3:33])[C:17]([C@H:19]2[CH2:24][CH2:23][NH:22][CH2:21][C@@H:20]2[C:25]2[CH:30]=[CH:29][C:28]([F:31])=[CH:27][C:26]=2[CH3:32])=[O:18])[CH3:15])[CH:7]=[C:8]([C:10]([F:13])([F:12])[F:11])[CH:9]=1.[C:36](O)(=[O:40])[C:37]([NH2:39])=[O:38].CCN=C=NCCCN(C)C.Cl.C1C=CC2N(O)N=NC=2C=1, predict the reaction product. The product is: [NH2:39][C:37](=[O:38])[C:36]([N:22]1[CH2:23][CH2:24][C@H:19]([C:17]([N:16]([C@H:14]([C:6]2[CH:7]=[C:8]([C:10]([F:12])([F:13])[F:11])[CH:9]=[C:4]([C:3]([F:2])([F:34])[F:35])[CH:5]=2)[CH3:15])[CH3:33])=[O:18])[C@@H:20]([C:25]2[CH:30]=[CH:29][C:28]([F:31])=[CH:27][C:26]=2[CH3:32])[CH2:21]1)=[O:40]. (2) Given the reactants [P:1]([O:13][C:14]1[C:15]2[CH:91]=[CH:90][CH:89]=[CH:88][C:16]=2[C:17]2[C@H:18]([CH2:86][Cl:87])[CH2:19][N:20]([C:23](=[O:85])[CH2:24][CH2:25][CH2:26][C:27]([N:29]3[C:37]4[CH:36]=[C:35]([O:38][CH2:39][C:40]5[CH:45]=[CH:44][C:43]([NH:46][C:47](=[O:78])[C@@H:48]([NH:56][C:57](=[O:77])[C@@H:58]([NH:62][C:63](=[O:76])[CH2:64][CH2:65][CH2:66][CH2:67][CH2:68][N:69]6[C:73](=[O:74])[CH:72]=[CH:71][C:70]6=[O:75])[CH:59]([CH3:61])[CH3:60])[CH2:49][CH2:50][CH2:51][NH:52][C:53]([NH2:55])=[O:54])=[CH:42][CH:41]=5)[C:34]5[CH:79]=[CH:80][CH:81]=[CH:82][C:33]=5[C:32]=4[C@H:31]([CH2:83][Cl:84])[CH2:30]3)=[O:28])[C:21]=2[CH:22]=1)([O:8]C(C)(C)C)([O:3]C(C)(C)C)=[O:2].C(O)(C(F)(F)F)=O, predict the reaction product. The product is: [P:1]([OH:8])([OH:3])([O:13][C:14]1[C:15]2[CH:91]=[CH:90][CH:89]=[CH:88][C:16]=2[C:17]2[C@H:18]([CH2:86][Cl:87])[CH2:19][N:20]([C:23](=[O:85])[CH2:24][CH2:25][CH2:26][C:27]([N:29]3[C:37]4[CH:36]=[C:35]([O:38][CH2:39][C:40]5[CH:41]=[CH:42][C:43]([NH:46][C:47](=[O:78])[C@@H:48]([NH:56][C:57](=[O:77])[C@@H:58]([NH:62][C:63](=[O:76])[CH2:64][CH2:65][CH2:66][CH2:67][CH2:68][N:69]6[C:70](=[O:75])[CH:71]=[CH:72][C:73]6=[O:74])[CH:59]([CH3:61])[CH3:60])[CH2:49][CH2:50][CH2:51][NH:52][C:53]([NH2:55])=[O:54])=[CH:44][CH:45]=5)[C:34]5[CH:79]=[CH:80][CH:81]=[CH:82][C:33]=5[C:32]=4[C@H:31]([CH2:83][Cl:84])[CH2:30]3)=[O:28])[C:21]=2[CH:22]=1)=[O:2]. (3) The product is: [CH3:6][NH:7][CH:8]([C:32]1[CH:33]=[CH:34][C:35]([O:38][CH2:39][CH2:40][O:41][CH:42]2[CH2:47][CH2:46][CH2:45][CH2:44][O:43]2)=[CH:36][CH:37]=1)[CH2:9][N:10]1[CH2:14][CH2:13][C@@H:12]([O:15][CH2:16][CH2:17][O:18][CH2:19][CH2:20][O:21][CH2:22][CH2:23][O:24][CH:25]2[CH2:30][CH2:29][CH2:28][CH2:27][O:26]2)[CH2:11]1. Given the reactants C(O[C:6](=O)[NH:7][CH:8]([C:32]1[CH:37]=[CH:36][C:35]([O:38][CH2:39][CH2:40][O:41][CH:42]2[CH2:47][CH2:46][CH2:45][CH2:44][O:43]2)=[CH:34][CH:33]=1)[C:9](=O)[N:10]1[CH2:14][CH2:13][C@@H:12]([O:15][CH2:16][CH2:17][O:18][CH2:19][CH2:20][O:21][CH2:22][CH2:23][O:24][CH:25]2[CH2:30][CH2:29][CH2:28][CH2:27][O:26]2)[CH2:11]1)(C)(C)C.[H-].[Al+3].[Li+].[H-].[H-].[H-].C(=O)([O-])[O-].[Na+].[Na+].C(OCC)(=O)C, predict the reaction product. (4) Given the reactants [Cl:1][C:2]1[CH:3]=[CH:4][C:5]([O:18][C:19]2[C:27]([F:28])=[CH:26][CH:25]=[CH:24][C:20]=2[C:21]([OH:23])=[O:22])=[C:6]2[C:11]=1[NH:10][C:9](=[O:12])[NH:8][C:7]12[CH2:17][CH2:16][CH2:15][CH2:14][CH2:13]1.OS(O)(=O)=O.O.[CH3:35]O, predict the reaction product. The product is: [Cl:1][C:2]1[CH:3]=[CH:4][C:5]([O:18][C:19]2[C:27]([F:28])=[CH:26][CH:25]=[CH:24][C:20]=2[C:21]([O:23][CH3:35])=[O:22])=[C:6]2[C:11]=1[NH:10][C:9](=[O:12])[NH:8][C:7]12[CH2:17][CH2:16][CH2:15][CH2:14][CH2:13]1. (5) Given the reactants [F:1][C:2]1[CH:11]=[C:10]2[C:5]([N:6]=[C:7]([N:16]3[CH2:21][CH2:20][NH:19][CH2:18][CH2:17]3)[C:8]3[N:9]2[C:12](=[O:15])[NH:13][N:14]=3)=[CH:4][CH:3]=1.Cl[C:23]1[CH:28]=[CH:27][C:26]([C:29]#[N:30])=[CH:25][N:24]=1.C(=O)([O-])[O-].[Na+].[Na+], predict the reaction product. The product is: [F:1][C:2]1[CH:11]=[C:10]2[C:5]([N:6]=[C:7]([N:16]3[CH2:17][CH2:18][N:19]([C:23]4[CH:28]=[CH:27][C:26]([C:29]#[N:30])=[CH:25][N:24]=4)[CH2:20][CH2:21]3)[C:8]3[N:9]2[C:12](=[O:15])[NH:13][N:14]=3)=[CH:4][CH:3]=1.